From a dataset of Forward reaction prediction with 1.9M reactions from USPTO patents (1976-2016). Predict the product of the given reaction. (1) Given the reactants [CH:1]1([N:6]2[C:10]3[N:11]=[C:12]([S:15][CH3:16])[N:13]=[CH:14][C:9]=3[CH:8]=[C:7]2[CH:17]=[O:18])[CH2:5][CH2:4][CH2:3][CH2:2]1.[Cl:19]N1C(=O)CCC1=O.O.C(=O)(O)[O-], predict the reaction product. The product is: [Cl:19][C:8]1[C:9]2[CH:14]=[N:13][C:12]([S:15][CH3:16])=[N:11][C:10]=2[N:6]([CH:1]2[CH2:2][CH2:3][CH2:4][CH2:5]2)[C:7]=1[CH:17]=[O:18]. (2) Given the reactants [NH2:1][C@@H:2]([CH2:12][F:13])[C@@H:3]([C:5]1[CH:10]=[CH:9][C:8](I)=[CH:7][CH:6]=1)[OH:4].[N-:14]=[N+:15]=[N-:16].[Na+].N1CCC[C@H]1C(O)=O.C([O-])([O-])=O.[K+].[K+], predict the reaction product. The product is: [NH2:1][C@@H:2]([CH2:12][F:13])[C@@H:3]([C:5]1[CH:10]=[CH:9][C:8]([N:14]=[N+:15]=[N-:16])=[CH:7][CH:6]=1)[OH:4].